This data is from Forward reaction prediction with 1.9M reactions from USPTO patents (1976-2016). The task is: Predict the product of the given reaction. (1) Given the reactants [NH:1]1[C:5]2[CH:6]=[CH:7][CH:8]=[CH:9][C:4]=2[N:3]=[C:2]1[CH2:10][NH2:11].O=C1CCC(=O)N1[O:19][C:20](=O)[C:21]1[CH:26]=[CH:25][C:24]([O:27][C:28](=[O:37])[N:29]([CH3:36])[C:30]2[CH:35]=[CH:34][CH:33]=[CH:32][CH:31]=2)=[CH:23][CH:22]=1, predict the reaction product. The product is: [NH:1]1[C:5]2[CH:6]=[CH:7][CH:8]=[CH:9][C:4]=2[N:3]=[C:2]1[CH2:10][NH:11][C:20]([C:21]1[CH:26]=[CH:25][C:24]([O:27][C:28](=[O:37])[N:29]([CH3:36])[C:30]2[CH:31]=[CH:32][CH:33]=[CH:34][CH:35]=2)=[CH:23][CH:22]=1)=[O:19]. (2) Given the reactants [Cl:1][C:2]1[CH:7]=[CH:6][CH:5]=[CH:4][C:3]=1[CH2:8][C:9]([OH:11])=[O:10].[CH3:12]O, predict the reaction product. The product is: [CH3:12][O:10][C:9](=[O:11])[CH2:8][C:3]1[CH:4]=[CH:5][CH:6]=[CH:7][C:2]=1[Cl:1]. (3) Given the reactants Cl[C:2]([C:22]1[CH:27]=[N:26][CH:25]=[CH:24][N:23]=1)([CH3:21])[CH2:3][N:4]1[C:16]2[CH2:15][CH2:14][N:13]3[CH2:17][CH2:18][CH2:19][CH:12]3[C:11]=2[C:10]2[CH:9]=[C:8]([CH3:20])[CH:7]=[CH:6][C:5]1=2.[CH3:28][NH:29][CH3:30], predict the reaction product. The product is: [CH3:28][N:29]([CH3:30])[C:2]([CH3:21])([C:22]1[CH:27]=[N:26][CH:25]=[CH:24][N:23]=1)[CH2:3][N:4]1[C:16]2[CH2:15][CH2:14][N:13]3[CH2:17][CH2:18][CH2:19][CH:12]3[C:11]=2[C:10]2[CH:9]=[C:8]([CH3:20])[CH:7]=[CH:6][C:5]1=2.